Dataset: Peptide-MHC class I binding affinity with 185,985 pairs from IEDB/IMGT. Task: Regression. Given a peptide amino acid sequence and an MHC pseudo amino acid sequence, predict their binding affinity value. This is MHC class I binding data. (1) The peptide sequence is AEDLADHHV. The MHC is HLA-B15:17 with pseudo-sequence HLA-B15:17. The binding affinity (normalized) is 0.0847. (2) The peptide sequence is RYPLCFGW. The MHC is HLA-B15:03 with pseudo-sequence HLA-B15:03. The binding affinity (normalized) is 0. (3) The peptide sequence is GALASCMGLI. The MHC is HLA-B07:02 with pseudo-sequence HLA-B07:02. The binding affinity (normalized) is 0. (4) The peptide sequence is ISARALKAY. The MHC is HLA-A03:01 with pseudo-sequence HLA-A03:01. The binding affinity (normalized) is 0.418. (5) The peptide sequence is PVYLMTLMK. The MHC is HLA-A03:01 with pseudo-sequence HLA-A03:01. The binding affinity (normalized) is 0.874. (6) The peptide sequence is GSGDDTWLI. The MHC is HLA-A24:03 with pseudo-sequence HLA-A24:03. The binding affinity (normalized) is 0.0847. (7) The peptide sequence is AVRNAKAAV. The MHC is HLA-A01:01 with pseudo-sequence HLA-A01:01. The binding affinity (normalized) is 0.0847.